From a dataset of Reaction yield outcomes from USPTO patents with 853,638 reactions. Predict the reaction yield, written as a fraction of the theoretical maximum amount of product (1.0 means a 100% yield; for example, 0.34 means a 34% yield). (1) The reactants are [N+:1]([C:4]1[CH:16]=[CH:15][C:14]2[C:13]3[C:8](=[CH:9][C:10]([N+:17]([O-])=O)=[CH:11][CH:12]=3)[NH:7][C:6]=2[CH:5]=1)([O-])=O.[Sn](Cl)Cl. The catalyst is C(O)(=O)C.Cl. The product is [NH2:1][C:4]1[CH:16]=[CH:15][C:14]2[C:13]3[C:8](=[CH:9][C:10]([NH2:17])=[CH:11][CH:12]=3)[NH:7][C:6]=2[CH:5]=1. The yield is 0.780. (2) The reactants are C(N)C1C=CC=CC=1.[F:9][C:10]1[CH:17]=[CH:16][C:13]([CH2:14][NH2:15])=[CH:12][CH:11]=1.[CH:18]1([CH2:21][N:22]2[CH2:26][CH2:25][N:24]([C:27]3[CH:28]=[C:29]([CH:34]=[CH:35][N:36]=3)[C:30](OC)=[O:31])[C:23]2=[O:37])[CH2:20][CH2:19]1. No catalyst specified. The product is [CH:18]1([CH2:21][N:22]2[CH2:26][CH2:25][N:24]([C:27]3[CH:28]=[C:29]([CH:34]=[CH:35][N:36]=3)[C:30]([NH:15][CH2:14][C:13]3[CH:16]=[CH:17][C:10]([F:9])=[CH:11][CH:12]=3)=[O:31])[C:23]2=[O:37])[CH2:20][CH2:19]1. The yield is 0.770. (3) The reactants are Br[C:2]1[C:10]2[N:9]3[CH2:11][CH2:12][CH2:13][NH:14][C:15](=[O:16])[C:8]3=[CH:7][C:6]=2[CH:5]=[C:4]([F:17])[CH:3]=1.[C:18](=O)([O-])[O-].[K+].[K+].CB1OB(C)OB(C)O1.O. The catalyst is CN(C=O)C. The product is [F:17][C:4]1[CH:3]=[C:2]([CH3:18])[C:10]2[N:9]3[CH2:11][CH2:12][CH2:13][NH:14][C:15](=[O:16])[C:8]3=[CH:7][C:6]=2[CH:5]=1. The yield is 0.440. (4) The reactants are [CH:1]1[C:14]2[C:5](=[CH:6][C:7]3[C:12]([C:13]=2[CH2:15][O:16][C:17](=[O:25])[NH:18][CH2:19][CH2:20][O:21][CH2:22][CH2:23][OH:24])=[CH:11][CH:10]=[CH:9][CH:8]=3)[CH:4]=[CH:3][CH:2]=1.[H-].[Na+].C1COCC1.[Cl:33][CH2:34][CH2:35][CH2:36][CH2:37]I. The catalyst is CCCCCCC.C(OCC)(=O)C. The product is [CH:11]1[C:12]2[C:7](=[CH:6][C:5]3[C:14]([C:13]=2[CH2:15][O:16][C:17](=[O:25])[NH:18][CH2:19][CH2:20][O:21][CH2:22][CH2:23][O:24][CH2:37][CH2:36][CH2:35][CH2:34][Cl:33])=[CH:1][CH:2]=[CH:3][CH:4]=3)[CH:8]=[CH:9][CH:10]=1. The yield is 0.320.